Dataset: Reaction yield outcomes from USPTO patents with 853,638 reactions. Task: Predict the reaction yield, written as a fraction of the theoretical maximum amount of product (1.0 means a 100% yield; for example, 0.34 means a 34% yield). (1) The reactants are [CH3:1][C:2]1[CH:8]=[CH:7][CH:6]=[C:5]([CH3:9])[C:3]=1[NH2:4].O.[F:11][C:12]([F:20])([F:19])[C:13]([C:15]([F:18])([F:17])[F:16])=[O:14].[OH-].[Na+]. The catalyst is O.C1(C)C=CC(S(O)(=O)=O)=CC=1.C(OCC)(=O)C. The product is [CH3:1][C:2]1[CH:8]=[C:7]([C:13]([OH:14])([C:15]([F:18])([F:17])[F:16])[C:12]([F:20])([F:19])[F:11])[CH:6]=[C:5]([CH3:9])[C:3]=1[NH2:4]. The yield is 0.690. (2) The reactants are [CH:1]([C@@H:14]1[CH2:20][C@@H:19]2[C@@H:17]([O:18]2)[CH2:16][O:15]1)([C:8]1[CH:13]=[CH:12][CH:11]=[CH:10][CH:9]=1)[C:2]1[CH:7]=[CH:6][CH:5]=[CH:4][CH:3]=1.[CH3:21][O:22][C:23]1[CH:24]=[C:25]([CH:28]=[C:29]([O:31][CH3:32])[CH:30]=1)[CH2:26][NH2:27]. No catalyst specified. The product is [CH:1]([C@@H:14]1[CH2:20][C@@H:19]([OH:18])[C@H:17]([NH:27][CH2:26][C:25]2[CH:28]=[C:29]([O:31][CH3:32])[CH:30]=[C:23]([O:22][CH3:21])[CH:24]=2)[CH2:16][O:15]1)([C:8]1[CH:13]=[CH:12][CH:11]=[CH:10][CH:9]=1)[C:2]1[CH:3]=[CH:4][CH:5]=[CH:6][CH:7]=1. The yield is 0.950.